From a dataset of Reaction yield outcomes from USPTO patents with 853,638 reactions. Predict the reaction yield, written as a fraction of the theoretical maximum amount of product (1.0 means a 100% yield; for example, 0.34 means a 34% yield). (1) The reactants are CS(C1C=CC2C3N=CC(C4N(C)N=NC=4C)=CC=3N([C@@H:14]([CH:21]3[CH2:26][CH2:25][O:24][CH2:23][CH2:22]3)[C:15]3[CH:20]=[CH:19][CH:18]=[CH:17][CH:16]=3)C=2C=1)(=O)=O.[Br:38][C:39]1[CH:51]=[N:50][C:49]2[C:48]3[C:47]([F:52])=[CH:46][CH:45]=[C:44]([S:53]([CH3:56])(=[O:55])=[O:54])[C:43]=3[NH:42][C:41]=2[CH:40]=1. No catalyst specified. The product is [Br:38][C:39]1[CH:51]=[N:50][C:49]2[C:48]3[C:47]([F:52])=[CH:46][CH:45]=[C:44]([S:53]([CH3:56])(=[O:54])=[O:55])[C:43]=3[N:42]([C@@H:14]([CH:21]3[CH2:26][CH2:25][O:24][CH2:23][CH2:22]3)[C:15]3[CH:20]=[CH:19][CH:18]=[CH:17][CH:16]=3)[C:41]=2[CH:40]=1. The yield is 0.810. (2) The reactants are C(N1C=CN=C1)(N1C=CN=C1)=O.N[C:14]1[S:15][C:16](Cl)=[C:17]([C:19]2C=CC(NS(C)(=O)=O)=CC=2)N=1.[Cl:31][C:32]1[S:36][C:35]([NH:37][C:38](=[O:59])[N:39]([CH2:44][CH2:45][CH:46]([C:53]2[CH:58]=[CH:57][CH:56]=[CH:55][CH:54]=2)[C:47]2[CH:52]=[CH:51][CH:50]=[CH:49][CH:48]=2)CCSC)=[N:34][C:33]=1[C:60]1[CH:65]=[CH:64][C:63]([NH:66][S:67]([CH3:70])(=[O:69])=[O:68])=[CH:62][CH:61]=1. The catalyst is C(Cl)Cl.CN(C=O)C. The product is [Cl:31][C:32]1[S:36][C:35]([NH:37][C:38](=[O:59])[N:39]([CH2:44][CH2:45][CH:46]([C:53]2[CH:54]=[CH:55][CH:56]=[CH:57][CH:58]=2)[C:47]2[CH:52]=[CH:51][CH:50]=[CH:49][CH:48]=2)[CH2:19][CH2:17][CH2:16][S:15][CH3:14])=[N:34][C:33]=1[C:60]1[CH:61]=[CH:62][C:63]([NH:66][S:67]([CH3:70])(=[O:68])=[O:69])=[CH:64][CH:65]=1. The yield is 0.770. (3) The reactants are [Br:1][C:2]1[CH:3]=[N:4][CH:5]=[CH:6][C:7]=1[NH2:8].[C:9](Cl)(Cl)=[S:10]. The catalyst is C1(C)C=CC=CC=1.CO.C(Cl)Cl. The product is [Br:1][C:2]1[CH:3]=[N:4][CH:5]=[CH:6][C:7]=1[N:8]=[C:9]=[S:10]. The yield is 0.570. (4) The reactants are [NH2:1][C:2]1[S:6][N:5]=[C:4]([CH3:7])[C:3]=1[C:8]([NH:10][C:11]1[CH:16]=[CH:15][C:14]([F:17])=[C:13]([F:18])[CH:12]=1)=[O:9].Br[C:20]1[CH:25]=[N:24][C:23]([C:26]([F:29])([F:28])[F:27])=[CH:22][N:21]=1.C(=O)([O-])[O-].[Cs+].[Cs+].CC1(C)C2C(=C(P(C3C=CC=CC=3)C3C=CC=CC=3)C=CC=2)OC2C(P(C3C=CC=CC=3)C3C=CC=CC=3)=CC=CC1=2. The product is [F:18][C:13]1[CH:12]=[C:11]([NH:10][C:8]([C:3]2[C:4]([CH3:7])=[N:5][S:6][C:2]=2[NH:1][C:20]2[CH:25]=[N:24][C:23]([C:26]([F:29])([F:28])[F:27])=[CH:22][N:21]=2)=[O:9])[CH:16]=[CH:15][C:14]=1[F:17]. The yield is 0.220. The catalyst is O1CCOCC1.CN(C=O)C.C([O-])(=O)C.[Pd+2].C([O-])(=O)C. (5) The reactants are CS(C)=O.[CH2:5]([O:7][CH2:8][CH2:9][O:10][C:11]1[CH:19]=[C:18]2[C:14]([CH:15]=[CH:16][NH:17]2)=[CH:13][C:12]=1[OH:20])[CH3:6].Cl[C:22]1[CH:27]=[CH:26][N:25]=[C:24]([NH:28][C:29](=[O:31])[CH3:30])[CH:23]=1.CC(C)([O-])C.[K+]. The catalyst is O.C(OCC)(=O)C. The product is [CH2:5]([O:7][CH2:8][CH2:9][O:10][C:11]1[CH:19]=[C:18]2[C:14]([CH:15]=[CH:16][NH:17]2)=[CH:13][C:12]=1[O:20][C:22]1[CH:27]=[CH:26][N:25]=[C:24]([NH:28][C:29](=[O:31])[CH3:30])[CH:23]=1)[CH3:6]. The yield is 0.480. (6) The reactants are Cl.[CH3:2][C:3]1[CH:8]=[C:7]([CH3:9])[NH:6][C:5](=[O:10])[C:4]=1[CH2:11][NH:12][C:13]([C:15]1[C:16]2[CH:28]=[N:27][N:26]([CH:29]([CH3:31])[CH3:30])[C:17]=2[N:18]=[C:19]([C:21]([O:23]CC)=[CH2:22])[CH:20]=1)=[O:14].C([O-])(O)=O.[Na+]. The catalyst is CO.C(Cl)Cl. The product is [C:21]([C:19]1[CH:20]=[C:15]([C:13]([NH:12][CH2:11][C:4]2[C:5](=[O:10])[NH:6][C:7]([CH3:9])=[CH:8][C:3]=2[CH3:2])=[O:14])[C:16]2[CH:28]=[N:27][N:26]([CH:29]([CH3:30])[CH3:31])[C:17]=2[N:18]=1)(=[O:23])[CH3:22]. The yield is 0.900.